This data is from Full USPTO retrosynthesis dataset with 1.9M reactions from patents (1976-2016). The task is: Predict the reactants needed to synthesize the given product. (1) Given the product [O:1]1[CH2:6][CH2:5][CH2:4][O:3][CH:2]1[CH2:7][CH2:8][CH:9]1[CH2:10][CH2:11][N:12]([C:15]2[CH:16]=[CH:17][C:18]([C:19]([O:21][CH2:22][CH3:23])=[O:20])=[CH:24][CH:25]=2)[CH2:13][CH2:14]1, predict the reactants needed to synthesize it. The reactants are: [O:1]1[CH2:6][CH2:5][CH2:4][O:3][CH:2]1[CH2:7][CH:8]=[C:9]1[CH2:14][CH2:13][N:12]([C:15]2[CH:25]=[CH:24][C:18]([C:19]([O:21][CH2:22][CH3:23])=[O:20])=[CH:17][CH:16]=2)[CH2:11][CH2:10]1. (2) Given the product [CH3:24][C:14]1[CH:19]=[CH:18][C:17]([S:20]([O:12][CH2:11][CH:8]2[CH2:7][C:6]3[C:5]([F:13])=[CH:4][CH:3]=[C:2]([Br:1])[C:10]=3[O:9]2)(=[O:22])=[O:21])=[CH:16][CH:15]=1, predict the reactants needed to synthesize it. The reactants are: [Br:1][C:2]1[C:10]2[O:9][CH:8]([CH2:11][OH:12])[CH2:7][C:6]=2[C:5]([F:13])=[CH:4][CH:3]=1.[C:14]1([CH3:24])[CH:19]=[CH:18][C:17]([S:20](Cl)(=[O:22])=[O:21])=[CH:16][CH:15]=1. (3) Given the product [ClH:34].[CH3:1][N:2]1[CH2:7][CH2:6][N:5]([C:8]2[CH:9]=[CH:10][C:11]([NH:18][S:31]([C:25]3[CH:30]=[CH:29][CH:28]=[CH:27][CH:26]=3)(=[O:33])=[O:32])=[C:12]3[C:17]=2[N:16]=[CH:15][CH:14]=[CH:13]3)[CH2:4][CH2:3]1, predict the reactants needed to synthesize it. The reactants are: [CH3:1][N:2]1[CH2:7][CH2:6][N:5]([C:8]2[CH:9]=[CH:10][C:11]([NH2:18])=[C:12]3[C:17]=2[N:16]=[CH:15][CH:14]=[CH:13]3)[CH2:4][CH2:3]1.N1C=CC=CC=1.[C:25]1([S:31]([Cl:34])(=[O:33])=[O:32])[CH:30]=[CH:29][CH:28]=[CH:27][CH:26]=1. (4) Given the product [CH3:1][C@:2]1([C:18]([NH:20][C:21]2([C:24]3[CH:25]=[CH:26][C:27]([C:28]([OH:30])=[O:29])=[CH:32][CH:33]=3)[CH2:22][CH2:23]2)=[O:19])[CH2:6][CH2:5][CH2:4][N:3]1[CH2:7][C:8]1[CH:9]=[CH:10][C:11]([C:14]([F:17])([F:15])[F:16])=[CH:12][CH:13]=1, predict the reactants needed to synthesize it. The reactants are: [CH3:1][C@:2]1([C:18]([NH:20][C:21]2([C:24]3[CH:33]=[CH:32][C:27]([C:28]([O:30]C)=[O:29])=[CH:26][CH:25]=3)[CH2:23][CH2:22]2)=[O:19])[CH2:6][CH2:5][CH2:4][N:3]1[CH2:7][C:8]1[CH:13]=[CH:12][C:11]([C:14]([F:17])([F:16])[F:15])=[CH:10][CH:9]=1.O[Li].O. (5) Given the product [CH2:33]([O:32][C:29]1[CH:28]=[CH:27][C:26]([C:22]2[S:21][C:20]3=[N:19][C:18]([C:15]4[CH:14]=[CH:13][C:12]([C:11]([OH:38])=[O:10])=[CH:17][CH:16]=4)=[CH:25][N:24]3[N:23]=2)=[CH:31][CH:30]=1)[CH2:34][CH2:35][CH2:36][CH3:37], predict the reactants needed to synthesize it. The reactants are: FC(F)(F)C(O)=O.C([O:10][C:11](=[O:38])[C:12]1[CH:17]=[CH:16][C:15]([C:18]2[N:19]=[C:20]3[N:24]([CH:25]=2)[N:23]=[C:22]([C:26]2[CH:31]=[CH:30][C:29]([O:32][CH2:33][CH2:34][CH2:35][CH2:36][CH3:37])=[CH:28][CH:27]=2)[S:21]3)=[CH:14][CH:13]=1)C.CO.O1CCCC1.[OH-].[Na+].